The task is: Predict the reaction yield, written as a fraction of the theoretical maximum amount of product (1.0 means a 100% yield; for example, 0.34 means a 34% yield).. This data is from Reaction yield outcomes from USPTO patents with 853,638 reactions. The reactants are CC1C=C(C=CC=1)[NH:5][C:6](=[O:15])[CH:7]=[CH:8][C:9]1[CH:14]=[CH:13][CH:12]=[CH:11][CH:10]=1.[BH4-].[Na+].CC(OC(OC(OC(C)(C)C)=O)=O)(C)C. No catalyst specified. The product is [NH:5]1[C:14]2[C:9](=[CH:10][CH:11]=[CH:12][CH:13]=2)[CH:8]=[CH:7][C:6]1=[O:15]. The yield is 0.790.